Dataset: Full USPTO retrosynthesis dataset with 1.9M reactions from patents (1976-2016). Task: Predict the reactants needed to synthesize the given product. (1) Given the product [Si:1]([O:8][CH2:9][C:10]1[N:11]=[CH:12][N:13]([C:15]2[CH:20]=[CH:19][C:18]([N:21]3[CH2:25][C@H:24]([CH2:26][NH2:27])[O:23][C:22]3=[O:30])=[CH:17][C:16]=2[F:31])[CH:14]=1)([C:4]([CH3:5])([CH3:6])[CH3:7])([CH3:2])[CH3:3], predict the reactants needed to synthesize it. The reactants are: [Si:1]([O:8][CH2:9][C:10]1[N:11]=[CH:12][N:13]([C:15]2[CH:20]=[CH:19][C:18]([N:21]3[CH2:25][C@H:24]([CH2:26][N:27]=[N+]=[N-])[O:23][C:22]3=[O:30])=[CH:17][C:16]=2[F:31])[CH:14]=1)([C:4]([CH3:7])([CH3:6])[CH3:5])([CH3:3])[CH3:2].NC[C@@H]1OC(=O)N(C2C=CC(N3C=C(C)N=N3)=C(F)C=2)C1. (2) Given the product [CH2:17]([O:18][C:19](=[O:30])[C:20]1[CH:25]=[C:24]([CH2:26][N:14]2[CH2:15][CH2:16][CH:11]([C:6]3[C:5]4[C:9](=[CH:10][C:2]([F:1])=[CH:3][CH:4]=4)[NH:8][CH:7]=3)[CH2:12][CH2:13]2)[CH:23]=[CH:22][C:21]=1[O:28][CH3:29])[CH3:31], predict the reactants needed to synthesize it. The reactants are: [F:1][C:2]1[CH:10]=[C:9]2[C:5]([C:6]([CH:11]3[CH2:16][CH2:15][NH:14][CH2:13][CH2:12]3)=[CH:7][NH:8]2)=[CH:4][CH:3]=1.[CH3:17][O:18][C:19](=[O:30])[C:20]1[CH:25]=[C:24]([CH2:26]Br)[CH:23]=[CH:22][C:21]=1[O:28][CH3:29].[C:31](=O)([O-])[O-].[K+].[K+].